Task: Predict the reaction yield, written as a fraction of the theoretical maximum amount of product (1.0 means a 100% yield; for example, 0.34 means a 34% yield).. Dataset: Reaction yield outcomes from USPTO patents with 853,638 reactions (1) The reactants are [C:1]([NH:4][CH2:5][C@@H:6]1[O:10][C:9](=[O:11])[N:8]([C:12]2[CH:17]=[C:16]([F:18])[C:15]([N:19]3[CH2:24][CH2:23][C:22]([O:28][P:29](=[O:32])([OH:31])[OH:30])([CH2:25][O:26][CH3:27])[CH2:21][CH2:20]3)=[C:14]([F:33])[CH:13]=2)[CH2:7]1)(=[O:3])[CH3:2].[NH2:34][C@H:35]([C:41]([OH:43])=[O:42])[CH2:36][CH2:37][CH2:38][CH2:39][NH2:40]. The catalyst is O. The product is [NH2:34][C@H:35]([C:41]([OH:43])=[O:42])[CH2:36][CH2:37][CH2:38][CH2:39][NH2:40].[C:1]([NH:4][CH2:5][C@@H:6]1[O:10][C:9](=[O:11])[N:8]([C:12]2[CH:17]=[C:16]([F:18])[C:15]([N:19]3[CH2:24][CH2:23][C:22]([O:28][P:29](=[O:30])([OH:31])[OH:32])([CH2:25][O:26][CH3:27])[CH2:21][CH2:20]3)=[C:14]([F:33])[CH:13]=2)[CH2:7]1)(=[O:3])[CH3:2]. The yield is 0.920. (2) The catalyst is ClCCl. The reactants are [CH2:1]([O:19][C@H:20]1[C@H:24]([O:25][CH2:26][CH2:27][CH2:28][CH2:29][CH2:30][CH2:31][CH2:32][CH2:33]/[CH:34]=[CH:35]\[CH2:36]/[CH:37]=[CH:38]\[CH2:39][CH2:40][CH2:41][CH2:42][CH3:43])[CH2:23][N:22]([C:44](=[O:54])[CH2:45][NH:46]C(=O)OC(C)(C)C)[CH2:21]1)[CH2:2][CH2:3][CH2:4][CH2:5][CH2:6][CH2:7][CH2:8]/[CH:9]=[CH:10]\[CH2:11]/[CH:12]=[CH:13]\[CH2:14][CH2:15][CH2:16][CH2:17][CH3:18].FC(F)(F)C(O)=O. The yield is 0.553. The product is [NH2:46][CH2:45][C:44]([N:22]1[CH2:23][C@@H:24]([O:25][CH2:26][CH2:27][CH2:28][CH2:29][CH2:30][CH2:31][CH2:32][CH2:33]/[CH:34]=[CH:35]\[CH2:36]/[CH:37]=[CH:38]\[CH2:39][CH2:40][CH2:41][CH2:42][CH3:43])[C@H:20]([O:19][CH2:1][CH2:2][CH2:3][CH2:4][CH2:5][CH2:6][CH2:7][CH2:8]/[CH:9]=[CH:10]\[CH2:11]/[CH:12]=[CH:13]\[CH2:14][CH2:15][CH2:16][CH2:17][CH3:18])[CH2:21]1)=[O:54]. (3) The reactants are [H-].[Na+].[CH:3]1([S:6]([NH2:9])(=[O:8])=[O:7])[CH2:5][CH2:4]1.[Cl:10][C:11]1[C:20]2[NH:19][CH:18]([C:21]3[CH:26]=[CH:25][CH:24]=[C:23]([N:27]4[CH2:32][CH2:31][O:30][CH2:29][CH2:28]4)[CH:22]=3)[C:17]([CH3:34])([CH3:33])[CH2:16][C:15]=2[C:14]([C:35](O)=[O:36])=[CH:13][CH:12]=1.C(N1C=CN=C1)(N1C=CN=C1)=O. The catalyst is CN(C)C=O. The product is [Cl:10][C:11]1[C:20]2[NH:19][CH:18]([C:21]3[CH:26]=[CH:25][CH:24]=[C:23]([N:27]4[CH2:28][CH2:29][O:30][CH2:31][CH2:32]4)[CH:22]=3)[C:17]([CH3:33])([CH3:34])[CH2:16][C:15]=2[C:14]([C:35]([NH:9][S:6]([CH:3]2[CH2:5][CH2:4]2)(=[O:8])=[O:7])=[O:36])=[CH:13][CH:12]=1. The yield is 0.200. (4) The reactants are [C:1]([CH2:4][C:5]1[CH:10]=[CH:9][C:8]([CH2:11][C:12](O)=[O:13])=[CH:7][CH:6]=1)(O)=[O:2].CSC.B. The catalyst is C1COCC1. The product is [OH:2][CH2:1][CH2:4][C:5]1[CH:10]=[CH:9][C:8]([CH2:11][CH2:12][OH:13])=[CH:7][CH:6]=1. The yield is 0.870. (5) The reactants are [CH3:1][O:2][C:3]1[CH:4]=[C:5]([CH:8]=[CH:9][C:10]=1[O:11][CH3:12])[CH2:6][NH2:7].[CH2:13]1[CH2:19][S:16](=[O:18])(=[O:17])[O:15][CH2:14]1. The catalyst is CC(C)=O. The product is [CH3:1][O:2][C:3]1[CH:4]=[C:5]([CH:8]=[CH:9][C:10]=1[O:11][CH3:12])[CH2:6][NH:7][CH2:14][CH2:13][CH2:19][S:16]([OH:18])(=[O:17])=[O:15]. The yield is 0.430. (6) The reactants are [CH2:1]([NH:3][C:4]1[CH:5]=[C:6]([N:13]2[CH2:18][CH2:17][N:16]([C:19]([O:21][C:22]([CH3:25])([CH3:24])[CH3:23])=[O:20])[CH2:15][CH2:14]2)[CH:7]=[CH:8][C:9]=1[N+:10]([O-])=O)[CH3:2].CCO.O.NN. The catalyst is CCO.C1COCC1.[Ni]. The product is [NH2:10][C:9]1[CH:8]=[CH:7][C:6]([N:13]2[CH2:18][CH2:17][N:16]([C:19]([O:21][C:22]([CH3:23])([CH3:24])[CH3:25])=[O:20])[CH2:15][CH2:14]2)=[CH:5][C:4]=1[NH:3][CH2:1][CH3:2]. The yield is 0.930. (7) The reactants are [N:1]1[CH:6]=[CH:5][CH:4]=[C:3]([CH2:7][N:8]2[CH2:13][CH2:12][NH:11][CH2:10][CH2:9]2)[CH:2]=1.F[C:15]1[CH:22]=[CH:21][C:18]([C:19]#[N:20])=[CH:17][CH:16]=1.C([O-])([O-])=O.[K+].[K+]. The catalyst is CN(C=O)C. The product is [N:1]1[CH:6]=[CH:5][CH:4]=[C:3]([CH2:7][N:8]2[CH2:13][CH2:12][N:11]([C:15]3[CH:22]=[CH:21][C:18]([C:19]#[N:20])=[CH:17][CH:16]=3)[CH2:10][CH2:9]2)[CH:2]=1. The yield is 0.380.